Dataset: Peptide-MHC class I binding affinity with 185,985 pairs from IEDB/IMGT. Task: Regression. Given a peptide amino acid sequence and an MHC pseudo amino acid sequence, predict their binding affinity value. This is MHC class I binding data. The peptide sequence is GSVNVVYTF. The MHC is HLA-B58:02 with pseudo-sequence HLA-B58:02. The binding affinity (normalized) is 0.676.